This data is from Forward reaction prediction with 1.9M reactions from USPTO patents (1976-2016). The task is: Predict the product of the given reaction. (1) Given the reactants [Cl:1][C:2]1[CH:3]=[C:4]([C@@H:10]([CH2:14][CH:15]2[CH2:19][CH2:18][CH2:17][C:16]2=[O:20])[C:11]([OH:13])=[O:12])[CH:5]=[CH:6][C:7]=1[S:8][CH3:9].C(O)=[O:22].OO.S([O-])([O-])=O.[Na+].[Na+], predict the reaction product. The product is: [Cl:1][C:2]1[CH:3]=[C:4]([C@@H:10]([CH2:14][CH:15]2[CH2:19][CH2:18][CH2:17][C:16]2=[O:20])[C:11]([OH:13])=[O:12])[CH:5]=[CH:6][C:7]=1[S:8]([CH3:9])=[O:22]. (2) Given the reactants [N+:1]([C:4]1[CH:5]=[CH:6][C:7]([C:10]2[CH:17]=[CH:16][C:13]([CH:14]=O)=[CH:12][CH:11]=2)=[N:8][CH:9]=1)([O-:3])=[O:2].N1(C2C=C[C:26]([CH:27]=[O:28])=CC=2)C=CC=N1, predict the reaction product. The product is: [N+:1]([C:4]1[CH:5]=[CH:6][C:7]([C:10]2[CH:17]=[CH:16][C:13]([CH:14]=[CH:26][CH:27]=[O:28])=[CH:12][CH:11]=2)=[N:8][CH:9]=1)([O-:3])=[O:2].